From a dataset of Full USPTO retrosynthesis dataset with 1.9M reactions from patents (1976-2016). Predict the reactants needed to synthesize the given product. (1) Given the product [CH3:1][C:2]1[CH:3]=[N:4][N:5]([C:16]([O:18][C:19]([CH3:22])([CH3:21])[CH3:20])=[O:17])[CH:6]=1, predict the reactants needed to synthesize it. The reactants are: [CH3:1][C:2]1[CH:3]=[N:4][NH:5][CH:6]=1.C(N(CC)CC)C.O.Cl.[C:16](O[C:16]([O:18][C:19]([CH3:22])([CH3:21])[CH3:20])=[O:17])([O:18][C:19]([CH3:22])([CH3:21])[CH3:20])=[O:17]. (2) Given the product [CH2:20]([O:19][C:13]1[CH:12]=[C:11]2[C:16]([C:7]([O:6][C:5]3[CH:4]=[CH:3][C:2]([NH:1][C:40]([NH:39][C:35]4[CH:36]=[CH:37][CH:38]=[C:33]([S:30]([CH3:29])(=[O:32])=[O:31])[CH:34]=4)=[O:41])=[CH:28][CH:27]=3)=[CH:8][CH:9]=[N:10]2)=[CH:15][C:14]=1[C:17]#[N:18])[C:21]1[CH:26]=[CH:25][CH:24]=[CH:23][CH:22]=1, predict the reactants needed to synthesize it. The reactants are: [NH2:1][C:2]1[CH:28]=[CH:27][C:5]([O:6][C:7]2[C:16]3[C:11](=[CH:12][C:13]([O:19][CH2:20][C:21]4[CH:26]=[CH:25][CH:24]=[CH:23][CH:22]=4)=[C:14]([C:17]#[N:18])[CH:15]=3)[N:10]=[CH:9][CH:8]=2)=[CH:4][CH:3]=1.[CH3:29][S:30]([C:33]1[CH:34]=[C:35]([NH:39][C:40](=O)[O:41]C2C=CC=CC=2)[CH:36]=[CH:37][CH:38]=1)(=[O:32])=[O:31]. (3) Given the product [CH2:16]([NH:23][CH:2]1[CH2:8][CH2:7][CH2:6][N:5]([C:9]([O:11][C:12]([CH3:15])([CH3:14])[CH3:13])=[O:10])[CH2:4][CH2:3]1)[C:17]1[CH:22]=[CH:21][CH:20]=[CH:19][CH:18]=1, predict the reactants needed to synthesize it. The reactants are: O=[C:2]1[CH2:8][CH2:7][CH2:6][N:5]([C:9]([O:11][C:12]([CH3:15])([CH3:14])[CH3:13])=[O:10])[CH2:4][CH2:3]1.[CH2:16]([NH2:23])[C:17]1[CH:22]=[CH:21][CH:20]=[CH:19][CH:18]=1.O1CCCC1.C(O)(=O)C.C(O[BH-](OC(=O)C)OC(=O)C)(=O)C.[Na+]. (4) Given the product [NH2:1][C:2]1[CH:7]=[C:6]([N:26]2[CH2:27][CH2:28][C:23]([CH2:29][N:30]3[CH2:35][CH2:34][N:33]([S:36]([C:39]4[CH:40]=[CH:41][C:42]([CH:45]=[CH2:46])=[CH:43][CH:44]=4)(=[O:38])=[O:37])[CH2:32][C:31]3=[O:47])([NH:22][C:20]([O:19][CH2:17][CH3:18])=[O:21])[CH2:24][CH2:25]2)[CH:5]=[CH:4][N:3]=1, predict the reactants needed to synthesize it. The reactants are: [NH2:1][C:2]1[CH:7]=[C:6](Cl)[CH:5]=[CH:4][N:3]=1.C(N(CC)CC)C.Cl.[CH2:17]([O:19][C:20]([NH:22][C:23]1([CH2:29][N:30]2[CH2:35][CH2:34][N:33]([S:36]([C:39]3[CH:44]=[CH:43][C:42]([CH:45]=[CH2:46])=[CH:41][CH:40]=3)(=[O:38])=[O:37])[CH2:32][C:31]2=[O:47])[CH2:28][CH2:27][NH:26][CH2:25][CH2:24]1)=[O:21])[CH3:18]. (5) Given the product [CH2:2]([N:6]([S:16]([C:19]1[CH:24]=[CH:23][C:22]([N+:25]([O-:27])=[O:26])=[CH:21][CH:20]=1)(=[O:18])=[O:17])[C@H:7]([C:13]([OH:15])=[O:14])[CH2:8][CH2:9][CH2:10][CH2:11][NH:12][C:45](=[O:46])[CH2:44][CH2:43][C:36]1[C:37]2[C:42](=[CH:41][CH:40]=[CH:39][CH:38]=2)[NH:34][CH:35]=1)[CH:3]([CH3:5])[CH3:4], predict the reactants needed to synthesize it. The reactants are: Cl.[CH2:2]([N:6]([S:16]([C:19]1[CH:24]=[CH:23][C:22]([N+:25]([O-:27])=[O:26])=[CH:21][CH:20]=1)(=[O:18])=[O:17])[C@H:7]([C:13]([OH:15])=[O:14])[CH2:8][CH2:9][CH2:10][CH2:11][NH2:12])[CH:3]([CH3:5])[CH3:4].C([O-])([O-])=O.[Cs+].[Cs+].[NH:34]1[C:42]2[C:37](=[CH:38][CH:39]=[CH:40][CH:41]=2)[C:36]([CH2:43][CH2:44][C:45](O)=[O:46])=[CH:35]1.C(C1NC=CN=1)(C1NC=CN=1)=O. (6) Given the product [C:38]([N:26]1[CH2:25][C:24]2([CH2:28][C:29](=[O:30])[N:22]([C:21]3[CH:20]=[N:19][N:15]4[CH2:16][C@H:17]([CH3:18])[N:12]([C:10]([NH:9][C:4]5[CH:5]=[CH:6][C:7]([F:8])=[C:2]([Cl:1])[CH:3]=5)=[O:11])[CH2:13][C:14]=34)[CH2:23]2)[CH2:27]1)(=[O:40])[CH3:39], predict the reactants needed to synthesize it. The reactants are: [Cl:1][C:2]1[CH:3]=[C:4]([NH:9][C:10]([N:12]2[C@@H:17]([CH3:18])[CH2:16][N:15]3[N:19]=[CH:20][C:21]([N:22]4[C:29](=[O:30])[CH2:28][C:24]5([CH2:27][NH:26][CH2:25]5)[CH2:23]4)=[C:14]3[CH2:13]2)=[O:11])[CH:5]=[CH:6][C:7]=1[F:8].CCN(CC)CC.[C:38](Cl)(=[O:40])[CH3:39].